From a dataset of Forward reaction prediction with 1.9M reactions from USPTO patents (1976-2016). Predict the product of the given reaction. (1) Given the reactants [CH3:1][C:2]1[NH:3][C:4]2[C:10]([CH3:11])=[CH:9][C:8]([C:12]([O:14][CH3:15])=[O:13])=[CH:7][C:5]=2[N:6]=1.[Cl:16][C:17]1[CH:24]=[C:23]([Cl:25])[CH:22]=[CH:21][C:18]=1[CH2:19]Cl.[I-].[Na+].C(=O)([O-])[O-].[K+].[K+], predict the reaction product. The product is: [Cl:16][C:17]1[CH:24]=[C:23]([Cl:25])[CH:22]=[CH:21][C:18]=1[CH2:19][N:6]1[C:5]2[CH:7]=[C:8]([C:12]([O:14][CH3:15])=[O:13])[CH:9]=[C:10]([CH3:11])[C:4]=2[N:3]=[C:2]1[CH3:1]. (2) Given the reactants [N:1]([CH:4]([CH2:12][O:13][CH2:14][O:15][CH3:16])[CH:5]([OH:11])[CH2:6][O:7][CH2:8][O:9][CH3:10])=[N+]=[N-].[H-].[Al+3].[Li+].[H-].[H-].[H-], predict the reaction product. The product is: [NH2:1][CH:4]([CH2:12][O:13][CH2:14][O:15][CH3:16])[C@@H:5]([OH:11])[CH2:6][O:7][CH2:8][O:9][CH3:10]. (3) The product is: [CH3:1][C:2]1[CH:7]=[CH:6][C:5]([S:8]([O:11][CH2:12][CH:13]2[O:17][C:16](=[O:18])[N:15]([CH2:19][CH:20]3[CH2:21][CH2:22][O:27][CH2:24][CH2:25]3)[CH2:14]2)(=[O:10])=[O:9])=[CH:4][CH:3]=1. Given the reactants [CH3:1][C:2]1[CH:7]=[CH:6][C:5]([S:8]([O:11][CH2:12][CH:13]2[O:17][C:16](=[O:18])[N:15]([CH2:19][C:20]3[CH:25]=[CH:24]C(F)=[CH:22][CH:21]=3)[CH2:14]2)(=[O:10])=[O:9])=[CH:4][CH:3]=1.[OH:27]CC1OC(=O)N(CC2CCOCC2)C1.FC1C=CC(CN2CC(CO)OC2=O)=CC=1, predict the reaction product. (4) Given the reactants [CH:1]12[CH2:7][CH:4]([CH:5]=[CH:6]1)[CH2:3][CH:2]2[NH:8][C:9]([NH:11][NH2:12])=[S:10].[S:13]1[CH:17]=[C:16]([CH:18]=O)[N:15]=[N:14]1, predict the reaction product. The product is: [CH:1]12[CH2:7][CH:4]([CH:5]=[CH:6]1)[CH2:3][CH:2]2[NH:8][C:9](=[S:10])[NH:11][N:12]=[CH:18][C:16]1[N:15]=[N:14][S:13][CH:17]=1. (5) Given the reactants [CH:1]1([NH:4][C:5]2[CH:10]=[CH:9][CH:8]=[CH:7][C:6]=2[N+:11]([O-])=O)[CH2:3][CH2:2]1.C([O-])=O.[NH4+], predict the reaction product. The product is: [CH:1]1([NH:4][C:5]2[C:6]([NH2:11])=[CH:7][CH:8]=[CH:9][CH:10]=2)[CH2:3][CH2:2]1.